Dataset: Forward reaction prediction with 1.9M reactions from USPTO patents (1976-2016). Task: Predict the product of the given reaction. (1) Given the reactants [S:1](=[O:5])(=[O:4])([OH:3])[OH:2].[CH2:6]([NH:10][C:11]1[N:19]=[C:18]2[C:14]([N:15]=[C:16]([OH:28])[N:17]2[CH2:20][C:21]2[CH:22]=[N:23][C:24]([CH3:27])=[CH:25][CH:26]=2)=[C:13]([NH2:29])[N:12]=1)[CH2:7][CH2:8][CH3:9], predict the reaction product. The product is: [S:1]([OH:5])([OH:4])(=[O:3])=[O:2].[CH2:6]([NH:10][C:11]1[N:19]=[C:18]2[C:14]([N:15]=[C:16]([OH:28])[N:17]2[CH2:20][C:21]2[CH:22]=[N:23][C:24]([CH3:27])=[CH:25][CH:26]=2)=[C:13]([NH2:29])[N:12]=1)[CH2:7][CH2:8][CH3:9]. (2) Given the reactants [N:1]12[CH2:7][C:4]([C:8]([C:16]3[CH:21]=[CH:20][CH:19]=[CH:18][CH:17]=3)([C:10]3[CH:15]=[CH:14][CH:13]=[CH:12][CH:11]=3)[OH:9])([CH2:5][CH2:6]1)[CH2:3][CH2:2]2.[Br:22][CH3:23], predict the reaction product. The product is: [Br-:22].[OH:9][C:8]([C:16]1[CH:21]=[CH:20][CH:19]=[CH:18][CH:17]=1)([C:10]1[CH:15]=[CH:14][CH:13]=[CH:12][CH:11]=1)[C:4]12[CH2:7][N+:1]([CH3:23])([CH2:6][CH2:5]1)[CH2:2][CH2:3]2.